From a dataset of Merck oncology drug combination screen with 23,052 pairs across 39 cell lines. Regression. Given two drug SMILES strings and cell line genomic features, predict the synergy score measuring deviation from expected non-interaction effect. Drug 1: Nc1ccn(C2OC(CO)C(O)C2(F)F)c(=O)n1. Drug 2: COC1CC2CCC(C)C(O)(O2)C(=O)C(=O)N2CCCCC2C(=O)OC(C(C)CC2CCC(OP(C)(C)=O)C(OC)C2)CC(=O)C(C)C=C(C)C(O)C(OC)C(=O)C(C)CC(C)C=CC=CC=C1C. Cell line: LNCAP. Synergy scores: synergy=-72.8.